Dataset: Reaction yield outcomes from USPTO patents with 853,638 reactions. Task: Predict the reaction yield, written as a fraction of the theoretical maximum amount of product (1.0 means a 100% yield; for example, 0.34 means a 34% yield). The reactants are [OH:1][C:2]1[CH:3]=[C:4]([CH:7]=[CH:8][CH:9]=1)[CH:5]=[O:6].Cl[C:11]1[CH:16]=[CH:15][C:14]([Cl:17])=[CH:13][N:12]=1.C(=O)([O-])[O-].[Cs+].[Cs+]. The catalyst is CS(C)=O. The product is [Cl:17][C:14]1[CH:15]=[CH:16][C:11]([O:1][C:2]2[CH:3]=[C:4]([CH:7]=[CH:8][CH:9]=2)[CH:5]=[O:6])=[N:12][CH:13]=1. The yield is 0.580.